Dataset: Full USPTO retrosynthesis dataset with 1.9M reactions from patents (1976-2016). Task: Predict the reactants needed to synthesize the given product. (1) Given the product [C:28]1([CH:34]([CH3:38])[C:35]([O:1][C:2]2[C:11]3[C:6](=[N:7][CH:8]=[CH:9][CH:10]=3)[N:5]([C:12]3[CH:17]=[CH:16][CH:15]=[C:14]([O:18][C:19]([F:22])([F:20])[F:21])[CH:13]=3)[C:4](=[O:23])[CH:3]=2)=[O:36])[CH:33]=[CH:32][CH:31]=[CH:30][CH:29]=1, predict the reactants needed to synthesize it. The reactants are: [OH:1][C:2]1[C:11]2[C:6](=[N:7][CH:8]=[CH:9][CH:10]=2)[N:5]([C:12]2[CH:17]=[CH:16][CH:15]=[C:14]([O:18][C:19]([F:22])([F:21])[F:20])[CH:13]=2)[C:4](=[O:23])[CH:3]=1.[H-].[Na+].[H][H].[C:28]1([CH:34]([CH3:38])[C:35](Cl)=[O:36])[CH:33]=[CH:32][CH:31]=[CH:30][CH:29]=1.C(=O)([O-])O.[Na+]. (2) Given the product [Cl:1][C:2]1[C:3]([CH:4]([OH:5])[C:18]2[C:17](=[O:22])[CH2:21][CH2:20][CH:19]=2)=[CH:6][C:7]([CH2:10][CH3:11])=[CH:8][N:9]=1, predict the reactants needed to synthesize it. The reactants are: [Cl:1][C:2]1[N:9]=[CH:8][C:7]([CH2:10][CH3:11])=[CH:6][C:3]=1[CH:4]=[O:5].N1C=CN=C1.[C:17]1(=[O:22])[CH2:21][CH2:20][CH:19]=[CH:18]1. (3) Given the product [CH:17]12[CH2:22][CH:21]1[CH2:20][N:19]([CH2:7][C:5]1[S:6][CH:2]=[C:3]([Br:9])[N:4]=1)[CH2:18]2, predict the reactants needed to synthesize it. The reactants are: C[C:2]1[S:6][C:5]([CH2:7]Br)=[N:4][C:3]=1[Br:9].C(=O)([O-])[O-].[K+].[K+].Cl.[CH:17]12[CH2:22][CH:21]1[CH2:20][NH:19][CH2:18]2.